This data is from Forward reaction prediction with 1.9M reactions from USPTO patents (1976-2016). The task is: Predict the product of the given reaction. (1) Given the reactants [CH3:1][O:2][C:3](=[O:16])[C:4]1[CH:9]=[C:8]([N:10]2[CH2:14][CH2:13][CH2:12][CH2:11]2)[CH:7]=[CH:6][C:5]=1Br.[Cu][C:18]#[N:19].CN(C=O)C, predict the reaction product. The product is: [CH3:1][O:2][C:3](=[O:16])[C:4]1[CH:9]=[C:8]([N:10]2[CH2:14][CH2:13][CH2:12][CH2:11]2)[CH:7]=[CH:6][C:5]=1[C:18]#[N:19]. (2) Given the reactants [CH3:1][O:2][C:3]1[CH:4]=[C:5]2[C:9](=[CH:10][CH:11]=1)[NH:8][CH:7]=[C:6]2[CH2:12][CH2:13][NH2:14].[C:15](OC(=O)C)(=[O:17])[CH3:16], predict the reaction product. The product is: [CH3:1][O:2][C:3]1[CH:4]=[C:5]2[C:9](=[CH:10][CH:11]=1)[NH:8][CH:7]=[C:6]2[CH2:12][CH2:13][NH:14][C:15](=[O:17])[CH3:16]. (3) Given the reactants [NH:1]1[C:9]2[C:4](=[CH:5][C:6]([C:10]([OH:12])=[O:11])=[CH:7][CH:8]=2)[CH:3]=[CH:2]1.[OH-].[K+].[I:15]I.S(=O)(=O)(O)[O-].[Na+], predict the reaction product. The product is: [I:15][C:3]1[C:4]2[C:9](=[CH:8][CH:7]=[C:6]([C:10]([OH:12])=[O:11])[CH:5]=2)[NH:1][CH:2]=1. (4) Given the reactants C[Si](C)(C)N[Si](C)(C)C.[Na].[I-].[F:12][C:13]([F:42])([C:38]([F:41])([F:40])[F:39])[CH2:14][CH2:15][CH2:16][CH2:17][CH2:18][P+](C1C=CC=CC=1)(C1C=CC=CC=1)C1C=CC=CC=1.[CH:43]([C@@H:45]1[CH2:49][CH2:48][CH2:47][N:46]1[C:50]([O:52][C:53]([CH3:56])([CH3:55])[CH3:54])=[O:51])=O.CCCCCC, predict the reaction product. The product is: [F:42][C:13]([F:12])([C:38]([F:39])([F:40])[F:41])[CH2:14][CH2:15][CH2:16][CH2:17]/[CH:18]=[CH:43]\[C@@H:45]1[CH2:49][CH2:48][CH2:47][N:46]1[C:50]([O:52][C:53]([CH3:54])([CH3:56])[CH3:55])=[O:51]. (5) Given the reactants Cl[CH2:2][CH2:3][O:4][C:5]1[CH:10]=[CH:9][CH:8]=[CH:7][C:6]=1[C:11]1([NH:14][C:15]2[C:16](=[O:34])[N:17]([C:21]3[CH:22]=[C:23]([CH:30]=[CH:31][C:32]=3[CH3:33])[C:24]([NH:26][CH:27]3[CH2:29][CH2:28]3)=[O:25])[CH:18]=[CH:19][N:20]=2)[CH2:13][CH2:12]1.[CH3:35][NH2:36].C(OCC)C, predict the reaction product. The product is: [CH:27]1([NH:26][C:24](=[O:25])[C:23]2[CH:30]=[CH:31][C:32]([CH3:33])=[C:21]([N:17]3[CH:18]=[CH:19][N:20]=[C:15]([NH:14][C:11]4([C:6]5[CH:7]=[CH:8][CH:9]=[CH:10][C:5]=5[O:4][CH2:3][CH2:2][NH:36][CH3:35])[CH2:13][CH2:12]4)[C:16]3=[O:34])[CH:22]=2)[CH2:29][CH2:28]1. (6) Given the reactants [NH:1]([C:3](=O)[CH2:4][N:5]([CH3:13])[C:6](=[O:12])[O:7][C:8]([CH3:11])([CH3:10])[CH3:9])[NH2:2].[C:15]([C:17]1[CH:22]=[CH:21][N:20]=[CH:19][CH:18]=1)#[N:16].C([O-])([O-])=O.[K+].[K+], predict the reaction product. The product is: [CH3:13][N:5]([CH2:4][C:3]1[NH:1][N:2]=[C:15]([C:17]2[CH:22]=[CH:21][N:20]=[CH:19][CH:18]=2)[N:16]=1)[C:6](=[O:12])[O:7][C:8]([CH3:11])([CH3:10])[CH3:9]. (7) Given the reactants [Cl:1][C:2]1[CH:7]=[CH:6][C:5]([NH:8][C:9](=[O:26])[C@H:10]([NH:15][C:16]([O:18][CH2:19][C:20]2[CH:25]=[CH:24][CH:23]=[CH:22][CH:21]=2)=[O:17])[CH2:11][CH2:12][S:13][CH3:14])=[CH:4][CH:3]=1.[CH3:27][I:28], predict the reaction product. The product is: [Cl:1][C:2]1[CH:3]=[CH:4][C:5]([NH:8][C:9](=[O:26])[C@H:10]([NH:15][C:16]([O:18][CH2:19][C:20]2[CH:21]=[CH:22][CH:23]=[CH:24][CH:25]=2)=[O:17])[CH2:11][CH2:12][SH:13]([CH3:27])[CH3:14])=[CH:6][CH:7]=1.[I-:28].